Dataset: HIV replication inhibition screening data with 41,000+ compounds from the AIDS Antiviral Screen. Task: Binary Classification. Given a drug SMILES string, predict its activity (active/inactive) in a high-throughput screening assay against a specified biological target. (1) The drug is Brc1ccc(C(N=NC(=NSc2ccccc2)c2ccc(Br)cc2)=NSc2ccccc2)cc1. The result is 0 (inactive). (2) The drug is N#CC(=Cc1ccc(O)c(O)c1)C(=O)NCCCCCCCCNC(=O)C(C#N)=Cc1ccc(O)c(O)c1. The result is 0 (inactive). (3) The result is 0 (inactive). The drug is CC(Oc1ccccc1)C(=O)NN. (4) The drug is O=C(O)CN1CCNCCN(CC(=O)O)CCN(CC(=O)O)CCNCC1. The result is 0 (inactive). (5) The drug is c1ccc2nc3c(nc2c1)[nH]c1ccccc13. The result is 0 (inactive). (6) The drug is O=C1c2cccnc2S(=O)(=O)N1c1ccc(Oc2ccccc2)cc1. The result is 0 (inactive). (7) The drug is N#CC1=CNc2ccccc2NC1=N. The result is 0 (inactive). (8) The molecule is Cc1ccc(NC(=O)c2cc(S(=O)(=O)n3cc[nH]c3=O)c(S)cc2Cl)cc1. The result is 0 (inactive). (9) The molecule is O=C1c2ccccc2C(=O)N1CCc1c[nH]c2ccccc12. The result is 0 (inactive). (10) The molecule is COc1ccc(C=NNS(=O)(=O)c2ccccc2)cc1. The result is 0 (inactive).